Task: Predict the reaction yield, written as a fraction of the theoretical maximum amount of product (1.0 means a 100% yield; for example, 0.34 means a 34% yield).. Dataset: Reaction yield outcomes from USPTO patents with 853,638 reactions (1) The reactants are [C:1]1(=[O:7])[O:6][C:4](=[O:5])[CH:3]=[CH:2]1.[OH-:8].[Na+].F[B-](F)(F)F.[Cl:15][C:16]1[CH:17]=[C:18]2[C:23](=[CH:24][CH:25]=1)[C:22]([N+]#N)=[CH:21][CH:20]=[CH:19]2. The catalyst is CC(C)=O. The product is [Cl:15][C:16]1[CH:17]=[C:18]2[C:23](=[CH:24][CH:25]=1)[C:22]([CH:2]([CH2:3][C:4]([OH:8])=[O:5])[C:1]([OH:6])=[O:7])=[CH:21][CH:20]=[CH:19]2. The yield is 0.990. (2) The product is [C:1]([O:5][C:6]([N:8]1[C:12]([C:14]2[CH:19]=[CH:18][CH:17]=[C:16]([Br:20])[CH:15]=2)([CH3:13])[CH2:11][O:10][S:9]1(=[O:22])=[O:21])=[O:7])([CH3:2])([CH3:3])[CH3:4]. The catalyst is CC#N. The reactants are [C:1]([O:5][C:6]([N:8]1[C:12]([C:14]2[CH:19]=[CH:18][CH:17]=[C:16]([Br:20])[CH:15]=2)([CH3:13])[CH2:11][O:10][S:9]1=[O:21])=[O:7])([CH3:4])([CH3:3])[CH3:2].[OH2:22]. The yield is 1.00.